This data is from Catalyst prediction with 721,799 reactions and 888 catalyst types from USPTO. The task is: Predict which catalyst facilitates the given reaction. (1) Reactant: [O:1]1[CH2:5][C:4](=O)[CH2:3][C:2]1=[O:7].[CH2:8]1[C:12]2([CH2:17][CH2:16][N:15](C(OC(C)(C)C)=O)[CH2:14][CH2:13]2)[CH2:11][CH2:10][NH:9]1.C(O)(=O)C. Product: [CH2:8]1[C:12]2([CH2:17][CH2:16][NH:15][CH2:14][CH2:13]2)[CH2:11][CH2:10][N:9]1[C:4]1[CH2:5][O:1][C:2](=[O:7])[CH:3]=1. The catalyst class is: 41. (2) Reactant: C(N(CC)CC)C.[C:8]([C:10]1[CH:11]=[N:12][C:13]([NH2:16])=[N:14][CH:15]=1)#[CH:9].I[C:18]1[CH:19]=[C:20]([CH:22]=[CH:23][C:24]=1[CH3:25])[NH2:21]. Product: [NH2:21][C:20]1[CH:19]=[CH:18][C:24]([CH3:25])=[C:23]([C:9]#[C:8][C:10]2[CH:11]=[N:12][C:13]([NH2:16])=[N:14][CH:15]=2)[CH:22]=1. The catalyst class is: 538. (3) Reactant: Br[C:2]1[C:11]([F:12])=[CH:10][C:5]([C:6]([O:8][CH3:9])=[O:7])=[C:4]([F:13])[CH:3]=1.[N:14]1[CH:19]=[CH:18][CH:17]=[CH:16][C:15]=1[S:20]([NH2:23])(=[O:22])=[O:21].C(=O)([O-])[O-].[K+].[K+].C(N(C(C)C)CC)(C)C. Product: [F:13][C:4]1[CH:3]=[C:2]([NH:23][S:20]([C:15]2[CH:16]=[CH:17][CH:18]=[CH:19][N:14]=2)(=[O:22])=[O:21])[C:11]([F:12])=[CH:10][C:5]=1[C:6]([O:8][CH3:9])=[O:7]. The catalyst class is: 767. (4) Reactant: [CH2:1]([S:3](Cl)(=[O:5])=[O:4])[CH3:2].[NH2:7][C:8]1[CH:9]=[C:10]([CH:15]=[CH:16][CH:17]=1)[C:11]([O:13][CH3:14])=[O:12].N1C=CC=CC=1. Product: [CH2:1]([S:3]([NH:7][C:8]1[CH:9]=[C:10]([CH:15]=[CH:16][CH:17]=1)[C:11]([O:13][CH3:14])=[O:12])(=[O:5])=[O:4])[CH3:2]. The catalyst class is: 4. (5) Reactant: ClC1[CH:7]=[CH:6][CH:5]=[C:4]([C:8]([O:10]O)=O)[CH:3]=1.[CH2:12]([N:14]1C(CCC(C)=C)=[N:17][N:16]=[N:15]1)[CH3:13].S([O-])([O-])(=O)=S.[Na+].[Na+].C(=O)([O-])O.[Na+]. Product: [CH2:12]([N:14]1[C:7]([CH2:6][CH2:5][C:4]2([CH3:3])[CH2:8][O:10]2)=[N:17][N:16]=[N:15]1)[CH3:13]. The catalyst class is: 2. (6) Reactant: [CH3:1][O:2][C:3]1[CH:4]=[C:5]2[C:10](=[CH:11][C:12]=1[O:13][CH3:14])[N:9]=[CH:8][CH:7]=[C:6]2[O:15][C:16]1[C:22]([CH3:23])=[CH:21][C:19]([NH2:20])=[C:18]([CH3:24])[CH:17]=1.C1(C)C=CC=CC=1.C(N(CC)CC)C.Cl[C:40](Cl)([O:42][C:43](=[O:49])OC(Cl)(Cl)Cl)Cl.[F:51][C:52]1[CH:59]=[CH:58][C:55](CO)=[CH:54][CH:53]=1. Product: [CH3:1][O:2][C:3]1[CH:4]=[C:5]2[C:10](=[CH:11][C:12]=1[O:13][CH3:14])[N:9]=[CH:8][CH:7]=[C:6]2[O:15][C:16]1[C:22]([CH3:23])=[CH:21][C:19]([NH:20][C:43](=[O:49])[O:42][CH2:40][C:55]2[CH:58]=[CH:59][C:52]([F:51])=[CH:53][CH:54]=2)=[C:18]([CH3:24])[CH:17]=1. The catalyst class is: 2. (7) Reactant: [OH:1][CH:2]([CH:12]1[CH2:17][CH2:16][N:15]([C:18]([O:20][C:21]([CH3:24])([CH3:23])[CH3:22])=[O:19])[CH2:14][CH2:13]1)[C:3]#[C:4][C:5]1[CH:10]=[CH:9][CH:8]=[C:7]([CH3:11])[N:6]=1.C(N(CC)CC)C.Cl[C:33]([O:35][CH3:36])=[O:34]. Product: [CH3:36][O:35][C:33]([O:1][CH:2]([CH:12]1[CH2:17][CH2:16][N:15]([C:18]([O:20][C:21]([CH3:24])([CH3:23])[CH3:22])=[O:19])[CH2:14][CH2:13]1)[C:3]#[C:4][C:5]1[CH:10]=[CH:9][CH:8]=[C:7]([CH3:11])[N:6]=1)=[O:34]. The catalyst class is: 143. (8) Reactant: C(O)C.C([O:8][C:9](=O)[CH2:10][CH2:11][N:12]([C:17]1[C:22]([NH2:23])=[CH:21][N:20]=[C:19]([Cl:24])[N:18]=1)[CH2:13][CH2:14][CH2:15][CH3:16])(C)(C)C. Product: [CH2:13]([N:12]1[CH2:11][CH2:10][C:9](=[O:8])[NH:23][C:22]2[CH:21]=[N:20][C:19]([Cl:24])=[N:18][C:17]1=2)[CH2:14][CH2:15][CH3:16]. The catalyst class is: 15. (9) Product: [Br:11][CH2:9][C:8]([C:5]1[CH:6]=[CH:7][C:2]([Br:1])=[CH:3][CH:4]=1)=[O:10]. Reactant: [Br:1][C:2]1[CH:7]=[CH:6][C:5]([C:8](=[O:10])[CH3:9])=[CH:4][CH:3]=1.[Br:11]Br. The catalyst class is: 15. (10) Reactant: [CH3:1][CH:2]1[C:7]2=[N:8][C:9]([C:18]3[CH:23]=[CH:22][CH:21]=[CH:20][CH:19]=3)=[C:10]([C:12]3[CH:17]=[CH:16][CH:15]=[CH:14][CH:13]=3)[N:11]=[C:6]2[CH2:5][CH2:4][N:3]1C(OC1C=CC=CC=1)=O.CC(C)([O-])C.[K+].C(=O)(O)[O-].[Na+]. Product: [CH3:1][CH:2]1[C:7]2=[N:8][C:9]([C:18]3[CH:23]=[CH:22][CH:21]=[CH:20][CH:19]=3)=[C:10]([C:12]3[CH:17]=[CH:16][CH:15]=[CH:14][CH:13]=3)[N:11]=[C:6]2[CH2:5][CH2:4][NH:3]1. The catalyst class is: 1.